From a dataset of Reaction yield outcomes from USPTO patents with 853,638 reactions. Predict the reaction yield, written as a fraction of the theoretical maximum amount of product (1.0 means a 100% yield; for example, 0.34 means a 34% yield). (1) The reactants are CCN(C(C)C)C(C)C.[C:10]1([NH:16][C:17]2[CH:25]=[CH:24][C:20]([C:21]([OH:23])=O)=[CH:19][CH:18]=2)[CH:15]=[CH:14][CH:13]=[CH:12][CH:11]=1.CCN=C=NCCCN(C)C.C1C=CC2N(O)N=NC=2C=1.[NH2:47][CH2:48][C:49]([N:51]1[CH2:56][CH2:55][N:54]([C:57](=[O:69])[C:58]2[CH:63]=[C:62]([C:64]([F:67])([F:66])[F:65])[CH:61]=[CH:60][C:59]=2[Cl:68])[CH2:53][CH2:52]1)=[O:50].Cl. The catalyst is CN(C=O)C.O. The product is [Cl:68][C:59]1[CH:60]=[CH:61][C:62]([C:64]([F:67])([F:65])[F:66])=[CH:63][C:58]=1[C:57]([N:54]1[CH2:53][CH2:52][N:51]([C:49](=[O:50])[CH2:48][NH:47][C:21](=[O:23])[C:20]2[CH:19]=[CH:18][C:17]([NH:16][C:10]3[CH:11]=[CH:12][CH:13]=[CH:14][CH:15]=3)=[CH:25][CH:24]=2)[CH2:56][CH2:55]1)=[O:69]. The yield is 0.520. (2) The reactants are [CH2:1]([O:8][C:9]1[CH:10]=[C:11]2[C:16](=[CH:17][C:18]=1[O:19][CH3:20])[N:15]=[CH:14][N:13]=[C:12]2Cl)[C:2]1[CH:7]=[CH:6][CH:5]=[CH:4][CH:3]=1.[F:22][C:23]1[C:31]([OH:32])=[CH:30][CH:29]=[C:28]2[C:24]=1[CH:25]=[CH:26][NH:27]2.C(=O)([O-])[O-].[K+].[K+]. The catalyst is CN(C=O)C. The product is [CH2:1]([O:8][C:9]1[CH:10]=[C:11]2[C:16](=[CH:17][C:18]=1[O:19][CH3:20])[N:15]=[CH:14][N:13]=[C:12]2[O:32][C:31]1[C:23]([F:22])=[C:24]2[C:28](=[CH:29][CH:30]=1)[NH:27][CH:26]=[CH:25]2)[C:2]1[CH:7]=[CH:6][CH:5]=[CH:4][CH:3]=1. The yield is 0.670. (3) The reactants are [BH3-]C#N.[Na+].Cl.[NH2:6][C:7]1[NH:11][CH:10]=[N:9][C:8]=1[C:12]([NH2:14])=[O:13].C(O)(=O)C.[CH2:19]([O:21][C:22]([CH3:26])([CH3:25])[CH:23]=O)[CH3:20]. The catalyst is CO. The product is [CH2:19]([O:21][C:22]([CH3:26])([CH3:25])[CH2:23][NH:6][C:7]1[N:11]=[CH:10][NH:9][C:8]=1[C:12]([NH2:14])=[O:13])[CH3:20]. The yield is 0.900. (4) The yield is 0.870. The reactants are [C:1]([O:5][C:6]([N:8]1[CH2:12][CH2:11][CH2:10][C@H:9]1[C:13]1[NH:17][N:16]=[N:15][N:14]=1)=[O:7])([CH3:4])([CH3:3])[CH3:2].C([O-])([O-])=O.[K+].[K+].[CH2:24](Br)[C:25]1[CH:30]=[CH:29][CH:28]=[CH:27][CH:26]=1. The catalyst is CN(C)C=O.CCOC(C)=O. The product is [C:1]([O:5][C:6]([N:8]1[CH2:12][CH2:11][CH2:10][C@H:9]1[C:13]1[N:17]([CH2:24][C:25]2[CH:30]=[CH:29][CH:28]=[CH:27][CH:26]=2)[N:16]=[N:15][N:14]=1)=[O:7])([CH3:4])([CH3:2])[CH3:3]. (5) The reactants are [CH3:1][C:2](=[O:7])[CH2:3][C:4](=O)[CH3:5].C([O-])([O-])=O.[K+].[K+].[Br:14][C:15]1[CH:20]=C[CH:18]=[C:17](CCl)[CH:16]=1. The catalyst is CCO. The product is [Br:14][C:15]1[CH:20]=[C:5]([CH2:4][CH2:3][C:2](=[O:7])[CH3:1])[CH:18]=[CH:17][CH:16]=1. The yield is 0.670.